This data is from Forward reaction prediction with 1.9M reactions from USPTO patents (1976-2016). The task is: Predict the product of the given reaction. (1) Given the reactants Cl.[CH3:2][O:3][C:4](=[O:18])[C:5]1[C:6](=[C:11]([N+:15]([O-])=O)[CH:12]=[CH:13][CH:14]=1)[C:7]([O:9][CH3:10])=[O:8].[Sn](Cl)Cl, predict the reaction product. The product is: [CH3:2][O:3][C:4](=[O:18])[C:5]1[C:6](=[C:11]([NH2:15])[CH:12]=[CH:13][CH:14]=1)[C:7]([O:9][CH3:10])=[O:8]. (2) Given the reactants C[C:2]1([CH3:10])[O:9][C:7](=[O:8])[CH2:6][C:4](=[O:5])O1.N1C=CC=CC=1.[F:17][C:18]1[CH:35]=[CH:34][CH:33]=[C:32]([F:36])[C:19]=1[CH2:20][O:21][C:22]1[CH:31]=[CH:30][C:25]([CH2:26][C:27](Cl)=O)=[CH:24][CH:23]=1.Cl, predict the reaction product. The product is: [F:17][C:18]1[CH:35]=[CH:34][CH:33]=[C:32]([F:36])[C:19]=1[CH2:20][O:21][C:22]1[CH:23]=[CH:24][C:25]([CH2:26][CH2:27][C:4](=[O:5])[CH2:6][C:7]([O:9][CH2:2][CH3:10])=[O:8])=[CH:30][CH:31]=1. (3) Given the reactants Br[Zn][CH2:3][C:4]([O:6][CH2:7][CH3:8])=[O:5].[C:9]1(=[O:14])[CH2:13][CH2:12][CH2:11][CH2:10]1.Cl.C(OCC)(=O)C, predict the reaction product. The product is: [CH2:7]([O:6][C:4](=[O:5])[CH2:3][C:9]1([OH:14])[CH2:13][CH2:12][CH2:11][CH2:10]1)[CH3:8]. (4) Given the reactants [NH3:1].[CH:2]1([CH2:8][C:9](Cl)=[O:10])[CH2:7][CH2:6][CH2:5][CH2:4][CH2:3]1, predict the reaction product. The product is: [CH:2]1([CH2:8][C:9]([NH2:1])=[O:10])[CH2:7][CH2:6][CH2:5][CH2:4][CH2:3]1. (5) Given the reactants [CH2:1]([N:4]1[CH:8]=[C:7]([Br:9])[C:6]([C:10]#[N:11])=[N:5]1)[CH:2]=[CH2:3].C([N-]C(C)C)(C)C.[Li+].[F:20][C:21]([F:41])([F:40])[C:22]([C:24]1[CH:25]=[C:26]2[C:30](=[CH:31][CH:32]=1)[N:29]([C:33]1[CH:38]=[CH:37][C:36]([F:39])=[CH:35][CH:34]=1)[N:28]=[CH:27]2)=[O:23], predict the reaction product. The product is: [CH2:1]([N:4]1[C:8]([C:22]([C:24]2[CH:25]=[C:26]3[C:30](=[CH:31][CH:32]=2)[N:29]([C:33]2[CH:38]=[CH:37][C:36]([F:39])=[CH:35][CH:34]=2)[N:28]=[CH:27]3)([OH:23])[C:21]([F:40])([F:20])[F:41])=[C:7]([Br:9])[C:6]([C:10]#[N:11])=[N:5]1)[CH:2]=[CH2:3]. (6) Given the reactants NC(=O)[C@@H](O)CN[C:6]1[N:11]=[C:10](Cl)[N:9]=[C:8]([C:13]([NH2:15])=[O:14])[CH:7]=1.[F:18][C:19]1[CH:40]=[CH:39][C:22]([O:23][C:24]2[CH:29]=[CH:28][C:27](B3OC(C)(C)C(C)(C)O3)=[CH:26][CH:25]=2)=[CH:21][CH:20]=1.C([O-])([O-])=O.[Na+].[Na+], predict the reaction product. The product is: [F:18][C:19]1[CH:40]=[CH:39][C:22]([O:23][C:24]2[CH:29]=[CH:28][C:27]([C:10]3[N:9]=[C:8]([C:13]([NH2:15])=[O:14])[CH:7]=[CH:6][N:11]=3)=[CH:26][CH:25]=2)=[CH:21][CH:20]=1.